The task is: Predict which catalyst facilitates the given reaction.. This data is from Catalyst prediction with 721,799 reactions and 888 catalyst types from USPTO. (1) Reactant: C([O:9][CH:10]([C:18]([F:21])([F:20])[F:19])[C:11]([F:17])([F:16])[S:12]([O-:15])(=[O:14])=[O:13])(=O)C1C=CC=CC=1.[Na+:22].[OH-].[Na+]. Product: [OH:9][CH:10]([C:18]([F:21])([F:19])[F:20])[C:11]([F:16])([F:17])[S:12]([O-:15])(=[O:14])=[O:13].[Na+:22]. The catalyst class is: 6. (2) Reactant: Cl[C:2]1[CH:7]=[C:6]([CH2:8][CH3:9])[N:5]=[C:4]([CH3:10])[C:3]=1[C:11]([C:13]1[CH:18]=[CH:17][CH:16]=[CH:15][CH:14]=1)=O.O.[NH2:20][NH2:21]. Product: [CH2:8]([C:6]1[N:5]=[C:4]([CH3:10])[C:3]2[C:11]([C:13]3[CH:18]=[CH:17][CH:16]=[CH:15][CH:14]=3)=[N:20][NH:21][C:2]=2[CH:7]=1)[CH3:9]. The catalyst class is: 8.